Dataset: NCI-60 drug combinations with 297,098 pairs across 59 cell lines. Task: Regression. Given two drug SMILES strings and cell line genomic features, predict the synergy score measuring deviation from expected non-interaction effect. (1) Drug 1: C1=CC(=CC=C1CC(C(=O)O)N)N(CCCl)CCCl.Cl. Drug 2: CC1CCC2CC(C(=CC=CC=CC(CC(C(=O)C(C(C(=CC(C(=O)CC(OC(=O)C3CCCCN3C(=O)C(=O)C1(O2)O)C(C)CC4CCC(C(C4)OC)OCCO)C)C)O)OC)C)C)C)OC. Cell line: T-47D. Synergy scores: CSS=27.2, Synergy_ZIP=-4.52, Synergy_Bliss=1.53, Synergy_Loewe=1.07, Synergy_HSA=1.45. (2) Drug 1: CN(C)C1=NC(=NC(=N1)N(C)C)N(C)C. Drug 2: C1CNP(=O)(OC1)N(CCCl)CCCl. Cell line: HCT116. Synergy scores: CSS=-9.51, Synergy_ZIP=0.0488, Synergy_Bliss=-6.48, Synergy_Loewe=-5.72, Synergy_HSA=-6.51. (3) Drug 1: CN1CCC(CC1)COC2=C(C=C3C(=C2)N=CN=C3NC4=C(C=C(C=C4)Br)F)OC. Drug 2: B(C(CC(C)C)NC(=O)C(CC1=CC=CC=C1)NC(=O)C2=NC=CN=C2)(O)O. Cell line: HCC-2998. Synergy scores: CSS=3.63, Synergy_ZIP=-0.837, Synergy_Bliss=-4.54, Synergy_Loewe=-5.57, Synergy_HSA=-6.03.